This data is from Merck oncology drug combination screen with 23,052 pairs across 39 cell lines. The task is: Regression. Given two drug SMILES strings and cell line genomic features, predict the synergy score measuring deviation from expected non-interaction effect. Drug 1: CCN(CC)CCNC(=O)c1c(C)[nH]c(C=C2C(=O)Nc3ccc(F)cc32)c1C. Drug 2: CC1(c2nc3c(C(N)=O)cccc3[nH]2)CCCN1. Cell line: KPL1. Synergy scores: synergy=12.3.